Dataset: Peptide-MHC class I binding affinity with 185,985 pairs from IEDB/IMGT. Task: Regression. Given a peptide amino acid sequence and an MHC pseudo amino acid sequence, predict their binding affinity value. This is MHC class I binding data. (1) The peptide sequence is HTYHLENDKI. The binding affinity (normalized) is 0. The MHC is Mamu-B01 with pseudo-sequence Mamu-B01. (2) The peptide sequence is CTFLLNKEMY. The MHC is HLA-A26:01 with pseudo-sequence HLA-A26:01. The binding affinity (normalized) is 0.155.